Task: Predict the reaction yield, written as a fraction of the theoretical maximum amount of product (1.0 means a 100% yield; for example, 0.34 means a 34% yield).. Dataset: Reaction yield outcomes from USPTO patents with 853,638 reactions (1) The reactants are Cl[C:2]1[N:3]=[C:4]([N:21]2[CH2:26][CH2:25][O:24][CH2:23][CH2:22]2)[C:5]2[S:10][CH:9]=[C:8]([C:11]3[CH:16]=[CH:15][CH:14]=[C:13]([S:17]([CH3:20])(=[O:19])=[O:18])[CH:12]=3)[C:6]=2[N:7]=1.CC1(C)C(C)(C)OB([C:35]2[CH:36]=[N:37][C:38]([NH2:41])=[N:39][CH:40]=2)O1. No catalyst specified. The product is [CH3:20][S:17]([C:13]1[CH:12]=[C:11]([C:8]2[C:6]3[N:7]=[C:2]([C:35]4[CH:36]=[N:37][C:38]([NH2:41])=[N:39][CH:40]=4)[N:3]=[C:4]([N:21]4[CH2:26][CH2:25][O:24][CH2:23][CH2:22]4)[C:5]=3[S:10][CH:9]=2)[CH:16]=[CH:15][CH:14]=1)(=[O:19])=[O:18]. The yield is 0.620. (2) The reactants are CC1C=CC(S([O:11][CH2:12][CH:13]2[CH2:18][CH2:17][N:16]([C:19]([O:21][C:22]([CH3:25])([CH3:24])[CH3:23])=[O:20])[CH2:15][CH2:14]2)(=O)=O)=CC=1.O[C:27]1[CH:36]=[CH:35][C:30]([C:31]([O:33][CH3:34])=[O:32])=[CH:29][CH:28]=1.C(=O)([O-])[O-].[K+].[K+].CN(C)C=O. The catalyst is O. The product is [CH3:34][O:33][C:31]([C:30]1[CH:35]=[CH:36][C:27]([O:11][CH2:12][CH:13]2[CH2:14][CH2:15][N:16]([C:19]([O:21][C:22]([CH3:23])([CH3:24])[CH3:25])=[O:20])[CH2:17][CH2:18]2)=[CH:28][CH:29]=1)=[O:32]. The yield is 1.00. (3) The reactants are [CH3:1][C:2]1[N:7]=[C:6]2[S:8][C:9]3[CH2:14][CH2:13][CH2:12][CH2:11][C:10]=3[C:5]2=[C:4]([C:15]2[CH:20]=[CH:19][C:18]([CH2:21][CH3:22])=[CH:17][CH:16]=2)[C:3]=1[CH2:23][C:24]([O:26][CH3:27])=[O:25].[Li+].C[Si]([N-][Si](C)(C)C)(C)C.[CH2:38]1[CH2:42]OC[CH2:39]1.ICCC. The catalyst is CN(C=O)C. The product is [CH3:1][C:2]1[N:7]=[C:6]2[S:8][C:9]3[CH2:14][CH2:13][CH2:12][CH2:11][C:10]=3[C:5]2=[C:4]([C:15]2[CH:16]=[CH:17][C:18]([CH2:21][CH3:22])=[CH:19][CH:20]=2)[C:3]=1[CH:23]([CH2:39][CH2:38][CH3:42])[C:24]([O:26][CH3:27])=[O:25]. The yield is 0.770.